From a dataset of Full USPTO retrosynthesis dataset with 1.9M reactions from patents (1976-2016). Predict the reactants needed to synthesize the given product. (1) Given the product [F:1][C:2]1[CH:27]=[CH:26][C:5]([CH2:6][NH:7][C:8]([N:10]2[CH2:11][CH2:12][CH:13]([NH:16][C:17]3[CH:18]=[CH:19][C:20]([CH2:23][CH2:24][NH:25][CH2:56][C@H:54]([OH:55])[CH2:53][O:52][C:48]4[CH:49]=[CH:50][CH:51]=[C:46]([OH:45])[CH:47]=4)=[CH:21][CH:22]=3)[CH2:14][CH2:15]2)=[O:9])=[CH:4][CH:3]=1, predict the reactants needed to synthesize it. The reactants are: [F:1][C:2]1[CH:27]=[CH:26][C:5]([CH2:6][NH:7][C:8]([N:10]2[CH2:15][CH2:14][CH:13]([NH:16][C:17]3[CH:22]=[CH:21][C:20]([CH2:23][CH2:24][NH2:25])=[CH:19][CH:18]=3)[CH2:12][CH2:11]2)=[O:9])=[CH:4][CH:3]=1.C([Si]([O:45][C:46]1[CH:51]=[CH:50][CH:49]=[C:48]([O:52][CH2:53][C@@H:54]2[CH2:56][O:55]2)[CH:47]=1)(C1C=CC=CC=1)C1C=CC=CC=1)(C)(C)C. (2) Given the product [CH2:1]([O:8][C:9](=[O:23])[NH2:10])[C:2]1[CH:7]=[CH:6][CH:5]=[CH:4][CH:3]=1, predict the reactants needed to synthesize it. The reactants are: [CH2:1]([O:8][C:9](=[O:23])[NH:10]C(C1N=C2C=NC=CN2C=1I)C)[C:2]1[CH:7]=[CH:6][CH:5]=[CH:4][CH:3]=1.C([Sn](CCCC)(CCCC)C1C=CC=CN=1)CCC. (3) Given the product [CH2:32]([NH:34][C:23](=[O:24])[C:22]1[CH:21]=[CH:20][C:19]([N:16]2[CH2:15][CH2:14][CH:13]([CH2:12][C:10]3[CH:9]=[CH:8][C:6]4[O:7][CH:2]([CH3:1])[C:3](=[O:30])[NH:4][C:5]=4[CH:11]=3)[CH2:18][CH2:17]2)=[CH:29][CH:28]=1)[CH3:33], predict the reactants needed to synthesize it. The reactants are: [CH3:1][CH:2]1[O:7][C:6]2[CH:8]=[CH:9][C:10]([CH2:12][CH:13]3[CH2:18][CH2:17][N:16]([C:19]4[CH:29]=[CH:28][C:22]([C:23](OCC)=[O:24])=[CH:21][CH:20]=4)[CH2:15][CH2:14]3)=[CH:11][C:5]=2[NH:4][C:3]1=[O:30].Cl.[CH2:32]([NH2:34])[CH3:33].